From a dataset of Reaction yield outcomes from USPTO patents with 853,638 reactions. Predict the reaction yield, written as a fraction of the theoretical maximum amount of product (1.0 means a 100% yield; for example, 0.34 means a 34% yield). (1) The reactants are C([O:3][C:4](=[O:40])[C:5]([O:8][C:9]1[CH:14]=[CH:13][C:12]([CH2:15][CH2:16][CH2:17][CH3:18])=[C:11]([O:19][CH2:20][CH2:21][C:22]2[N:23]=[C:24]([C:28]3[CH:33]=[CH:32][C:31]([C:34]4[CH:39]=[CH:38][CH:37]=[CH:36][CH:35]=4)=[CH:30][CH:29]=3)[O:25][C:26]=2[CH3:27])[CH:10]=1)([CH3:7])[CH3:6])C.[OH-].[Na+]. The catalyst is C(O)C. The product is [C:31]1([C:34]2[CH:35]=[CH:36][CH:37]=[CH:38][CH:39]=2)[CH:30]=[CH:29][C:28]([C:24]2[O:25][C:26]([CH3:27])=[C:22]([CH2:21][CH2:20][O:19][C:11]3[CH:10]=[C:9]([CH:14]=[CH:13][C:12]=3[CH2:15][CH2:16][CH2:17][CH3:18])[O:8][C:5]([CH3:6])([CH3:7])[C:4]([OH:40])=[O:3])[N:23]=2)=[CH:33][CH:32]=1. The yield is 0.880. (2) The reactants are [Cl:1][C:2]1[CH:3]=[C:4]([CH:42]=[CH:43][CH:44]=1)[C:5]([O:7][C@@H:8]1[C@@H:11]([CH2:12][C:13]2[CH:18]=[CH:17][N:16]=[C:15]([N:19]([C:27]([O:29][C:30]([CH3:33])([CH3:32])[CH3:31])=[O:28])[C:20]([O:22][C:23]([CH3:26])([CH3:25])[CH3:24])=[O:21])[CH:14]=2)[C:10](=[O:34])[N:9]1[Si](C(C)(C)C)(C)C)=[O:6].CO.C(O)(=O)C.[F-].[NH4+]. No catalyst specified. The product is [Cl:1][C:2]1[CH:3]=[C:4]([CH:42]=[CH:43][CH:44]=1)[C:5]([O:7][C@@H:8]1[C@@H:11]([CH2:12][C:13]2[CH:18]=[CH:17][N:16]=[C:15]([N:19]([C:27]([O:29][C:30]([CH3:32])([CH3:31])[CH3:33])=[O:28])[C:20]([O:22][C:23]([CH3:26])([CH3:25])[CH3:24])=[O:21])[CH:14]=2)[C:10](=[O:34])[NH:9]1)=[O:6]. The yield is 0.960. (3) The reactants are Cl[C:2]1[C:3]2[C:10]([I:11])=[CH:9][N:8]([C:12]3[CH:17]=[CH:16][CH:15]=[C:14]([N+:18]([O-:20])=[O:19])[CH:13]=3)[C:4]=2[N:5]=[CH:6][N:7]=1.[NH3:21].O. The catalyst is O1CCOCC1. The product is [I:11][C:10]1[C:3]2[C:2]([NH2:21])=[N:7][CH:6]=[N:5][C:4]=2[N:8]([C:12]2[CH:17]=[CH:16][CH:15]=[C:14]([N+:18]([O-:20])=[O:19])[CH:13]=2)[CH:9]=1. The yield is 0.970. (4) The reactants are CS([O:5][C:6]1[CH:7]=[C:8]2[C:13](=[CH:14][CH:15]=1)[C:12]([C:16](=[O:32])[C:17]1[CH:22]=[CH:21][C:20]([O:23][CH2:24][CH2:25][N:26]3[CH2:31][CH2:30][CH2:29][CH2:28][CH2:27]3)=[CH:19][CH:18]=1)=[C:11](OS(C(F)(F)F)(=O)=O)[CH:10]=[CH:9]2)(=O)=O.[F-].[Cs+].B1(B2OCC(C)(C)CO2)OCC(C)(C)CO1.Br[C:60]1[CH:65]=[C:64]([F:66])[CH:63]=[C:62]([F:67])[C:61]=1[F:68]. The catalyst is C(#N)C. The product is [OH:5][C:6]1[CH:7]=[C:8]2[C:13](=[CH:14][CH:15]=1)[C:12]([C:16]([C:17]1[CH:22]=[CH:21][C:20]([O:23][CH2:24][CH2:25][N:26]3[CH2:27][CH2:28][CH2:29][CH2:30][CH2:31]3)=[CH:19][CH:18]=1)=[O:32])=[C:11]([C:60]1[CH:65]=[C:64]([F:66])[CH:63]=[C:62]([F:67])[C:61]=1[F:68])[CH:10]=[CH:9]2. The yield is 0.640. (5) The reactants are C(O)(=O)C(O)=O.[NH:7]1[CH2:11][CH2:10][C@@H:9]([NH:12][C:13](=[O:22])[O:14][CH2:15][C:16]2[CH:21]=[CH:20][CH:19]=[CH:18][CH:17]=2)[CH2:8]1.Cl[C:24]1[C:33]2[C:28](=[CH:29][CH:30]=[C:31]([F:34])[CH:32]=2)[N:27]=[C:26]([C:35]2[CH:40]=[CH:39][CH:38]=[CH:37][C:36]=2[OH:41])[N:25]=1.C(N(CC)CC)C. The catalyst is C(Cl)Cl. The product is [F:34][C:31]1[CH:32]=[C:33]2[C:28](=[CH:29][CH:30]=1)[N:27]=[C:26]([C:35]1[CH:40]=[CH:39][CH:38]=[CH:37][C:36]=1[OH:41])[N:25]=[C:24]2[N:7]1[CH2:11][CH2:10][C@@H:9]([NH:12][C:13](=[O:22])[O:14][CH2:15][C:16]2[CH:17]=[CH:18][CH:19]=[CH:20][CH:21]=2)[CH2:8]1. The yield is 0.820. (6) The reactants are [OH:1][CH2:2][CH2:3][O:4][C@H:5]1[CH2:10][CH2:9][C@H:8]([N:11]2[C:16](=[O:17])[C:15]([CH2:18][C:19]3[CH:24]=[CH:23][C:22]([C:25]4[C:26]([C:31]#[N:32])=[CH:27][CH:28]=[CH:29][CH:30]=4)=[CH:21][CH:20]=3)=[C:14]([CH2:33][CH2:34][CH3:35])[N:13]3[N:36]=[C:37]([CH3:39])[N:38]=[C:12]23)[CH2:7][CH2:6]1.[N:40]1C(C)=CC=CC=1C.FC(F)(F)S(O[Si](C(C)(C)C)(C)C)(=O)=O.Cl.N12CCCN=C1CCCCC2.[C:75]([O:78]CC)(=[O:77])C. The catalyst is O1CCCC1.O. The product is [OH:1][CH2:2][CH2:3][O:4][C@H:5]1[CH2:10][CH2:9][C@H:8]([N:11]2[C:16](=[O:17])[C:15]([CH2:18][C:19]3[CH:24]=[CH:23][C:22]([C:25]4[CH:30]=[CH:29][CH:28]=[CH:27][C:26]=4[C:31]4[NH:40][C:75](=[O:77])[O:78][N:32]=4)=[CH:21][CH:20]=3)=[C:14]([CH2:33][CH2:34][CH3:35])[N:13]3[N:36]=[C:37]([CH3:39])[N:38]=[C:12]23)[CH2:7][CH2:6]1. The yield is 0.170. (7) The reactants are Br[C:2]1[C:10]([F:11])=[CH:9][C:8]2[C:4](=[CH:5][N:6]([CH3:12])[N:7]=2)[C:3]=1[C:13]([O:15][CH3:16])=[O:14].C1(P(C2C=CC=CC=2)C2C=CC=CC=2)C=CC=CC=1.C(=O)([O-])[O-].[K+].[K+].[C:42]([O:46][CH3:47])(=[O:45])[CH:43]=[CH2:44]. The catalyst is CN(C)C=O.C(OCC)(=O)C.C([O-])(=O)C.[Pd+2].C([O-])(=O)C. The product is [F:11][C:10]1[C:2](/[CH:44]=[CH:43]/[C:42]([O:46][CH3:47])=[O:45])=[C:3]([C:13]([O:15][CH3:16])=[O:14])[C:4]2[C:8]([CH:9]=1)=[N:7][N:6]([CH3:12])[CH:5]=2. The yield is 0.880. (8) The reactants are [O:1]1[CH2:6][CH2:5][N:4]([C:7]2[CH:19]=[CH:18][CH:17]=[CH:16][C:8]=2[O:9][CH2:10][C:11]([O:13]CC)=O)[CH2:3][CH2:2]1.[NH2:20][CH2:21][CH:22]([OH:34])[CH2:23][N:24]1[CH2:33][CH2:32][C:31]2[C:26](=[CH:27][CH:28]=[CH:29][CH:30]=2)[CH2:25]1. The catalyst is CCO. The yield is 0.100. The product is [CH2:25]1[C:26]2[C:31](=[CH:30][CH:29]=[CH:28][CH:27]=2)[CH2:32][CH2:33][N:24]1[CH2:23][CH:22]([OH:34])[CH2:21][NH:20][C:11](=[O:13])[CH2:10][O:9][C:8]1[CH:16]=[CH:17][CH:18]=[CH:19][C:7]=1[N:4]1[CH2:3][CH2:2][O:1][CH2:6][CH2:5]1. (9) The catalyst is CO.[Pd]. The product is [NH2:1][S:2]([C:5]1[CH:10]=[CH:9][C:8]([N:11]2[C:15]([CH2:16][C:17]3[CH:22]=[CH:21][CH:20]=[CH:19][CH:18]=3)=[CH:14][C:13]([C:24]([O:26][CH3:27])=[O:25])=[N:12]2)=[C:7]([F:28])[CH:6]=1)(=[O:4])=[O:3]. The yield is 0.860. The reactants are [NH2:1][S:2]([C:5]1[CH:10]=[CH:9][C:8]([N:11]2[C:15]([CH2:16][C:17]3[CH:22]=[CH:21][C:20](Br)=[CH:19][CH:18]=3)=[CH:14][C:13]([C:24]([O:26][CH3:27])=[O:25])=[N:12]2)=[C:7]([F:28])[CH:6]=1)(=[O:4])=[O:3]. (10) The reactants are S(Cl)(Cl)=O.[Cl:5][C:6]1[C:7]([C:28]#[N:29])=[C:8]([C:17]2[CH:18]=[CH:19][C:20]([C:23]([N:25]([CH3:27])[CH3:26])=[O:24])=[N:21][CH:22]=2)[C:9]([O:15][CH3:16])=[C:10]([CH:12](O)[CH3:13])[CH:11]=1.C(Cl)[Cl:31]. The catalyst is CN(C)C=O. The product is [Cl:5][C:6]1[C:7]([C:28]#[N:29])=[C:8]([C:17]2[CH:18]=[CH:19][C:20]([C:23]([N:25]([CH3:27])[CH3:26])=[O:24])=[N:21][CH:22]=2)[C:9]([O:15][CH3:16])=[C:10]([CH:12]([Cl:31])[CH3:13])[CH:11]=1. The yield is 0.800.